This data is from Full USPTO retrosynthesis dataset with 1.9M reactions from patents (1976-2016). The task is: Predict the reactants needed to synthesize the given product. (1) Given the product [OH:30][C:6]1[C:5]([C:3]([NH:31][CH2:32][CH2:33][C:34]([OH:36])=[O:35])=[O:4])=[N:14][CH:13]=[C:12]2[C:7]=1[CH:8]=[C:9]([C:24]1[CH:25]=[CH:26][CH:27]=[CH:28][CH:29]=1)[C:10](=[O:23])[N:11]2[CH2:15][CH2:16][C:17]1[CH:22]=[CH:21][CH:20]=[CH:19][CH:18]=1, predict the reactants needed to synthesize it. The reactants are: CO[C:3]([C:5]1[C:6]([OH:30])=[C:7]2[C:12](=[CH:13][N:14]=1)[N:11]([CH2:15][CH2:16][C:17]1[CH:22]=[CH:21][CH:20]=[CH:19][CH:18]=1)[C:10](=[O:23])[C:9]([C:24]1[CH:29]=[CH:28][CH:27]=[CH:26][CH:25]=1)=[CH:8]2)=[O:4].[NH2:31][CH2:32][CH2:33][C:34]([OH:36])=[O:35].C[O-].[Na+]. (2) Given the product [CH2:9]1[N:10]([CH2:33][C:34]([OH:36])=[O:35])[CH2:11][CH2:12][N:13]([CH2:29][C:30]([OH:32])=[O:31])[CH2:14][CH2:15][N:16]([CH2:25][C:26]([OH:28])=[O:27])[CH2:17][CH2:18][N:19]([CH2:21][C:22]([OH:24])=[O:23])[CH2:20]1, predict the reactants needed to synthesize it. The reactants are: N(C1C=CC(C[CH:9]2[CH2:20][N:19]([CH2:21][C:22]([OH:24])=[O:23])[CH2:18][CH2:17][N:16]([CH2:25][C:26]([OH:28])=[O:27])[CH2:15][CH2:14][N:13]([CH2:29][C:30]([OH:32])=[O:31])[CH2:12][CH2:11][N:10]2[CH2:33][C:34]([OH:36])=[O:35])=CC=1)=C=S.[N-]=C=S. (3) Given the product [C:45]([O:49][C:50]([N:52]1[CH2:53][CH2:54][C:55]([C:58]#[N:59])([NH:60][C:10](=[O:12])[CH2:9][C:3]2[CH:4]=[CH:5][C:6]([Cl:8])=[CH:7][C:2]=2[Cl:1])[CH2:56][CH2:57]1)=[O:51])([CH3:48])([CH3:46])[CH3:47], predict the reactants needed to synthesize it. The reactants are: [Cl:1][C:2]1[CH:7]=[C:6]([Cl:8])[CH:5]=[CH:4][C:3]=1[CH2:9][C:10]([OH:12])=O.Cl.C(N=C=NCCCN(C)C)C.O.ON1C2C=CC=CC=2N=N1.C(N(CC)C(C)C)(C)C.[C:45]([O:49][C:50]([N:52]1[CH2:57][CH2:56][C:55]([NH2:60])([C:58]#[N:59])[CH2:54][CH2:53]1)=[O:51])([CH3:48])([CH3:47])[CH3:46]. (4) Given the product [OH:32][C:22]1[C:23]([C:28]([CH3:30])([CH3:31])[CH3:29])=[CH:24][C:25]([CH3:27])=[CH:26][C:21]=1[P:16]([C:6]1[CH:7]=[C:8]([CH3:15])[CH:9]=[C:10]([C:11]([CH3:14])([CH3:13])[CH3:12])[C:5]=1[OH:4])[C:17]([CH3:18])([CH3:19])[CH3:20], predict the reactants needed to synthesize it. The reactants are: COC[O:4][C:5]1[C:10]([C:11]([CH3:14])([CH3:13])[CH3:12])=[CH:9][C:8]([CH3:15])=[CH:7][C:6]=1[P:16]([C:21]1[CH:26]=[C:25]([CH3:27])[CH:24]=[C:23]([C:28]([CH3:31])([CH3:30])[CH3:29])[C:22]=1[O:32]COC)[C:17]([CH3:20])([CH3:19])[CH3:18].C(Cl)(=O)C. (5) Given the product [ClH:1].[NH2:33][C:31]1[NH:30][C:29]2[CH:55]=[C:25]([NH:24][C:61](=[O:63])[CH2:62][C:57]([CH3:65])([CH3:56])[CH2:58][C:59]([OH:64])=[O:60])[CH:26]=[CH:27][C:28]=2[N:32]=1, predict the reactants needed to synthesize it. The reactants are: [ClH:1].NC1NC2C=C(NC(C3C=CC=CC=3C(O)=O)=O)C=CC=2N=1.[NH2:24][C:25]1[CH:26]=[CH:27][C:28]2[N:32]=[C:31]([N:33](C(OC(C)(C)C)=O)C(OC(C)(C)C)=O)[N:30](C(OC(C)(C)C)=O)[C:29]=2[CH:55]=1.[CH3:56][C:57]1([CH3:65])[CH2:62][C:61](=[O:63])[O:60][C:59](=[O:64])[CH2:58]1. (6) Given the product [C:1]([O:4][CH:5]([C:11]([O:13][CH2:14][CH:15]=[CH2:16])=[O:12])[CH2:6][CH2:7][C:8]([Cl:20])=[O:9])(=[O:3])[CH3:2], predict the reactants needed to synthesize it. The reactants are: [C:1]([O:4][CH:5]([C:11]([O:13][CH2:14][CH:15]=[CH2:16])=[O:12])[CH2:6][CH2:7][C:8](O)=[O:9])(=[O:3])[CH3:2].C(Cl)(=O)C([Cl:20])=O. (7) The reactants are: [CH3:1][O:2][C:3]([C:5]1([NH:15][C:16](=[O:26])[C:17]2[CH:22]=[CH:21][C:20]([O:23][CH3:24])=[C:19]([OH:25])[CH:18]=2)[CH2:10][CH2:9][CH:8]([C:11]([F:14])([F:13])[F:12])[CH2:7][CH2:6]1)=[O:4].[O:27]1[CH2:30][CH:29]([C:31]2[CH:32]=[C:33]([CH2:37][CH2:38]OS(C3C=CC(C)=CC=3)(=O)=O)[CH:34]=[CH:35][CH:36]=2)[CH2:28]1.C([O-])([O-])=O.[K+].[K+].[Na+].[Cl-]. Given the product [CH3:1][O:2][C:3]([C:5]1([NH:15][C:16](=[O:26])[C:17]2[CH:22]=[CH:21][C:20]([O:23][CH3:24])=[C:19]([O:25][CH2:38][CH2:37][C:33]3[CH:34]=[CH:35][CH:36]=[C:31]([CH:29]4[CH2:28][O:27][CH2:30]4)[CH:32]=3)[CH:18]=2)[CH2:6][CH2:7][CH:8]([C:11]([F:14])([F:13])[F:12])[CH2:9][CH2:10]1)=[O:4], predict the reactants needed to synthesize it. (8) Given the product [N:31]1[S:32][N:33]=[C:29]2[CH:28]=[C:27]([O:26][C:21]3[C:20]([C:18]([NH:17][CH2:16][C:13]4[CH:14]=[CH:15][C:10]([O:9][CH:7]([CH3:8])[C:6]([OH:37])=[O:5])=[CH:11][C:12]=4[F:36])=[O:19])=[CH:25][CH:24]=[CH:23][N:22]=3)[CH:35]=[CH:34][C:30]=12, predict the reactants needed to synthesize it. The reactants are: C([O:5][C:6](=[O:37])[CH:7]([O:9][C:10]1[CH:15]=[CH:14][C:13]([CH2:16][NH:17][C:18]([C:20]2[C:21]([O:26][C:27]3[CH:35]=[CH:34][C:30]4=[N:31][S:32][N:33]=[C:29]4[CH:28]=3)=[N:22][CH:23]=[CH:24][CH:25]=2)=[O:19])=[C:12]([F:36])[CH:11]=1)[CH3:8])(C)(C)C.C(OC(=O)C(OC1C=CC(CNC(C2C(OC3C=CC4=NON=C4C=3)=NC=CC=2)=O)=C(F)C=1)C)(C)(C)C. (9) Given the product [CH2:14]([O:16][C:17]([NH:19][C:20]([NH:1][C:2]1[C:11]([O:12][CH3:13])=[CH:10][C:5]([C:6]([O:8][CH3:9])=[O:7])=[CH:4][N:3]=1)=[S:21])=[O:18])[CH3:15], predict the reactants needed to synthesize it. The reactants are: [NH2:1][C:2]1[C:11]([O:12][CH3:13])=[CH:10][C:5]([C:6]([O:8][CH3:9])=[O:7])=[CH:4][N:3]=1.[CH2:14]([O:16][C:17]([N:19]=[C:20]=[S:21])=[O:18])[CH3:15].